This data is from Full USPTO retrosynthesis dataset with 1.9M reactions from patents (1976-2016). The task is: Predict the reactants needed to synthesize the given product. (1) Given the product [Cl:1][C:2]1[CH:3]=[C:4]([NH:16][C:17]2[C:26]3[C:21](=[CH:22][CH:23]=[CH:24][C:25]=3[O:27][C@@H:29]([C:30](=[O:31])[N:35]3[CH2:39][CH2:38][CH2:37][CH2:36]3)[CH2:34][CH2:33][OH:32])[N:20]=[CH:19][N:18]=2)[CH:5]=[CH:6][C:7]=1[O:8][CH2:9][C:10]1[CH:15]=[CH:14][CH:13]=[CH:12][N:11]=1, predict the reactants needed to synthesize it. The reactants are: [Cl:1][C:2]1[CH:3]=[C:4]([NH:16][C:17]2[C:26]3[C:25]([OH:27])=[CH:24][CH:23]=[CH:22][C:21]=3[N:20]=[CH:19][N:18]=2)[CH:5]=[CH:6][C:7]=1[O:8][CH2:9][C:10]1[CH:15]=[CH:14][CH:13]=[CH:12][N:11]=1.O[C@H:29]1[CH2:34][CH2:33][O:32][C:30]1=[O:31].[NH:35]1[CH2:39][CH2:38][CH2:37][CH2:36]1. (2) The reactants are: Cl.[NH2:2][C@H:3]1[CH2:7][CH2:6][CH2:5][C@H:4]1[C:8]([O:10][CH2:11][CH3:12])=[O:9].C(N(CC)CC)C.[CH:20]1([CH2:23][CH:24]=O)[CH2:22][CH2:21]1.C([BH3-])#N.[Na+]. Given the product [CH2:11]([O:10][C:8]([C@@H:4]1[CH2:5][CH2:6][CH2:7][C@@H:3]1[NH:2][CH2:24][CH2:23][CH:20]1[CH2:22][CH2:21]1)=[O:9])[CH3:12].[CH2:11]([O:10][C:8]([C@@H:4]1[CH2:5][CH2:6][CH2:7][C@H:3]1[NH:2][CH2:24][CH2:23][CH:20]1[CH2:22][CH2:21]1)=[O:9])[CH3:12], predict the reactants needed to synthesize it. (3) Given the product [NH2:22][C:23]1[S:8][C:7]2[C:2](=[C:3]([S:9]([NH:12][C:13]3[CH:21]=[CH:20][C:16]([C:17]([OH:19])=[O:18])=[CH:15][CH:14]=3)(=[O:10])=[O:11])[CH:4]=[CH:5][CH:6]=2)[N:1]=1, predict the reactants needed to synthesize it. The reactants are: [NH2:1][C:2]1[C:7]([SH:8])=[CH:6][CH:5]=[CH:4][C:3]=1[S:9]([NH:12][C:13]1[CH:21]=[CH:20][C:16]([C:17]([OH:19])=[O:18])=[CH:15][CH:14]=1)(=[O:11])=[O:10].[N:22]#[C:23]Br. (4) Given the product [O:50]=[C:46]1[N:45]([C:19]2[CH:24]=[CH:23][C:22]([C:25]3[CH:30]=[CH:29][C:28]([N:31]4[CH2:35][CH2:34][C@@H:33]5[CH2:36][N:37]([C:39]([O:41][CH2:42][CH3:43])=[O:40])[CH2:38][C@H:32]45)=[CH:27][CH:26]=3)=[CH:21][CH:20]=2)[N:44]=[CH:49][CH:48]=[CH:47]1, predict the reactants needed to synthesize it. The reactants are: OC1C=CC=C2C=1N=CC=C2.C(=O)([O-])[O-].[K+].[K+].Br[C:19]1[CH:24]=[CH:23][C:22]([C:25]2[CH:30]=[CH:29][C:28]([N:31]3[CH2:35][CH2:34][C@@H:33]4[CH2:36][N:37]([C:39]([O:41][CH2:42][CH3:43])=[O:40])[CH2:38][C@H:32]34)=[CH:27][CH:26]=2)=[CH:21][CH:20]=1.[N:44]1[NH:45][C:46](=[O:50])[CH:47]=[CH:48][CH:49]=1. (5) Given the product [C:11]([N:15]1[C:19](=[O:20])[C:18]([NH:10][CH2:9][CH2:8][O:1][C:2]2[CH:7]=[CH:6][CH:5]=[CH:4][CH:3]=2)=[C:17]([C:22]2[CH:27]=[CH:26][CH:25]=[CH:24][CH:23]=2)[S:16]1(=[O:28])=[O:29])([CH3:14])([CH3:12])[CH3:13], predict the reactants needed to synthesize it. The reactants are: [O:1]([CH2:8][CH2:9][NH2:10])[C:2]1[CH:7]=[CH:6][CH:5]=[CH:4][CH:3]=1.[C:11]([N:15]1[C:19](=[O:20])[C:18](Cl)=[C:17]([C:22]2[CH:27]=[CH:26][CH:25]=[CH:24][CH:23]=2)[S:16]1(=[O:29])=[O:28])([CH3:14])([CH3:13])[CH3:12]. (6) The reactants are: [C:1]([O:4][C:5](=[O:7])[CH3:6])(=[O:3])C.[CH2:8](C(O)=O)[C:9](CC(O)=O)=[O:10]. Given the product [CH3:8][C:9]([CH:6]1[C:1](=[O:3])[O:4][C:5]1=[O:7])=[O:10], predict the reactants needed to synthesize it. (7) Given the product [CH3:14][C@H:9]1[CH2:10][O:11][CH2:12][CH2:13][N:8]1[C:6]1[N:5]=[C:4]([N:15]2[CH2:20][CH2:19][O:18][CH2:17][CH2:16]2)[N:3]=[C:2]([C:31]2[CH:32]=[CH:33][C:28]([NH2:27])=[CH:29][CH:30]=2)[N:7]=1, predict the reactants needed to synthesize it. The reactants are: Cl[C:2]1[N:7]=[C:6]([N:8]2[CH2:13][CH2:12][O:11][CH2:10][C@@H:9]2[CH3:14])[N:5]=[C:4]([N:15]2[CH2:20][CH2:19][O:18][CH2:17][CH2:16]2)[N:3]=1.C(=O)([O-])[O-].[Na+].[Na+].[NH2:27][C:28]1[CH:33]=[CH:32][C:31](B2OC(C)(C)C(C)(C)O2)=[CH:30][CH:29]=1.